This data is from Catalyst prediction with 721,799 reactions and 888 catalyst types from USPTO. The task is: Predict which catalyst facilitates the given reaction. (1) Reactant: C([O:8][C:9]1[CH:10]=[C:11]([CH:23]=[C:24]([O:26][C@@H:27]([CH3:37])[CH2:28][O:29][Si:30]([C:33]([CH3:36])([CH3:35])[CH3:34])([CH3:32])[CH3:31])[CH:25]=1)[C:12]([NH:14][C:15]1[CH:19]=[CH:18][N:17]([CH:20]([CH3:22])[CH3:21])[N:16]=1)=[O:13])C1C=CC=CC=1. Product: [Si:30]([O:29][CH2:28][C@H:27]([CH3:37])[O:26][C:24]1[CH:23]=[C:11]([CH:10]=[C:9]([OH:8])[CH:25]=1)[C:12]([NH:14][C:15]1[CH:19]=[CH:18][N:17]([CH:20]([CH3:21])[CH3:22])[N:16]=1)=[O:13])([C:33]([CH3:35])([CH3:36])[CH3:34])([CH3:32])[CH3:31]. The catalyst class is: 1. (2) Reactant: [Br:1][C:2]1[CH:7]=[CH:6][N:5]=[C:4]2[N:8]([S:12]([C:15]3[CH:20]=[CH:19][C:18]([CH3:21])=[CH:17][CH:16]=3)(=[O:14])=[O:13])[C:9](I)=[CH:10][C:3]=12.C([Mg])(C)C.FC(F)(F)S(O[C:32]1[CH2:33][CH2:34][CH2:35][N:36]([C:38]([O:40][C:41]([CH3:44])([CH3:43])[CH3:42])=[O:39])[CH:37]=1)(=O)=O. Product: [Br:1][C:2]1[CH:7]=[CH:6][N:5]=[C:4]2[N:8]([S:12]([C:15]3[CH:20]=[CH:19][C:18]([CH3:21])=[CH:17][CH:16]=3)(=[O:14])=[O:13])[C:9]([C:34]3[CH2:33][CH2:32][CH2:37][N:36]([C:38]([O:40][C:41]([CH3:44])([CH3:43])[CH3:42])=[O:39])[CH:35]=3)=[CH:10][C:3]=12. The catalyst class is: 176. (3) Reactant: N[C:2]1[CH:10]=[C:9]2[C:5]([C:6]([CH3:13])([CH3:12])[C:7](=[O:11])[NH:8]2)=[CH:4][CH:3]=1.N([O-])=O.[Na+].[I-:18].[K+].C(=O)([O-])[O-].[Na+].[Na+]. Product: [I:18][C:2]1[CH:10]=[C:9]2[C:5]([C:6]([CH3:13])([CH3:12])[C:7](=[O:11])[NH:8]2)=[CH:4][CH:3]=1. The catalyst class is: 33.